From a dataset of NCI-60 drug combinations with 297,098 pairs across 59 cell lines. Regression. Given two drug SMILES strings and cell line genomic features, predict the synergy score measuring deviation from expected non-interaction effect. (1) Drug 1: C1CNP(=O)(OC1)N(CCCl)CCCl. Drug 2: C1C(C(OC1N2C=NC(=NC2=O)N)CO)O. Cell line: T-47D. Synergy scores: CSS=8.80, Synergy_ZIP=-4.19, Synergy_Bliss=-4.39, Synergy_Loewe=-1.97, Synergy_HSA=-1.95. (2) Cell line: RPMI-8226. Synergy scores: CSS=32.2, Synergy_ZIP=-8.88, Synergy_Bliss=-12.0, Synergy_Loewe=-13.0, Synergy_HSA=-7.62. Drug 1: CN1C(=O)N2C=NC(=C2N=N1)C(=O)N. Drug 2: CC1C(C(CC(O1)OC2CC(CC3=C2C(=C4C(=C3O)C(=O)C5=CC=CC=C5C4=O)O)(C(=O)C)O)N)O. (3) Drug 1: C1=NC2=C(N=C(N=C2N1C3C(C(C(O3)CO)O)O)F)N. Drug 2: CCN(CC)CCCC(C)NC1=C2C=C(C=CC2=NC3=C1C=CC(=C3)Cl)OC. Cell line: SF-295. Synergy scores: CSS=-2.38, Synergy_ZIP=-0.158, Synergy_Bliss=-3.70, Synergy_Loewe=-2.41, Synergy_HSA=-3.67. (4) Drug 1: CN(CC1=CN=C2C(=N1)C(=NC(=N2)N)N)C3=CC=C(C=C3)C(=O)NC(CCC(=O)O)C(=O)O. Drug 2: B(C(CC(C)C)NC(=O)C(CC1=CC=CC=C1)NC(=O)C2=NC=CN=C2)(O)O. Cell line: OVCAR-5. Synergy scores: CSS=22.2, Synergy_ZIP=-1.71, Synergy_Bliss=-4.39, Synergy_Loewe=-13.0, Synergy_HSA=-2.96. (5) Drug 2: C(=O)(N)NO. Synergy scores: CSS=17.8, Synergy_ZIP=-5.27, Synergy_Bliss=4.71, Synergy_Loewe=-4.31, Synergy_HSA=3.23. Drug 1: C1CCC(CC1)NC(=O)N(CCCl)N=O. Cell line: BT-549. (6) Drug 1: CC(CN1CC(=O)NC(=O)C1)N2CC(=O)NC(=O)C2. Drug 2: C1=CC=C(C(=C1)C(C2=CC=C(C=C2)Cl)C(Cl)Cl)Cl. Cell line: HCT-15. Synergy scores: CSS=40.1, Synergy_ZIP=-5.11, Synergy_Bliss=0.867, Synergy_Loewe=-1.26, Synergy_HSA=2.16. (7) Synergy scores: CSS=41.4, Synergy_ZIP=-2.25, Synergy_Bliss=-2.90, Synergy_Loewe=-2.61, Synergy_HSA=0.226. Cell line: SN12C. Drug 1: CS(=O)(=O)C1=CC(=C(C=C1)C(=O)NC2=CC(=C(C=C2)Cl)C3=CC=CC=N3)Cl. Drug 2: CC1C(C(CC(O1)OC2CC(CC3=C2C(=C4C(=C3O)C(=O)C5=CC=CC=C5C4=O)O)(C(=O)C)O)N)O.